This data is from Full USPTO retrosynthesis dataset with 1.9M reactions from patents (1976-2016). The task is: Predict the reactants needed to synthesize the given product. (1) Given the product [CH2:1]([C:5]1[CH:6]=[CH:7][C:8]([C:11]#[C:12][C:13]2[CH:39]=[CH:38][C:16]([C:17]([N:19]([CH2:26][C:27]3[CH:28]=[CH:29][C:30]([F:37])=[C:31]([CH:36]=3)[C:32]([OH:34])=[O:33])[CH2:20][CH2:21][CH2:22][CH2:23][CH2:24][CH3:25])=[O:18])=[CH:15][CH:14]=2)=[CH:9][CH:10]=1)[CH2:2][CH2:3][CH3:4], predict the reactants needed to synthesize it. The reactants are: [CH2:1]([C:5]1[CH:10]=[CH:9][C:8]([C:11]#[C:12][C:13]2[CH:39]=[CH:38][C:16]([C:17]([N:19]([CH2:26][C:27]3[CH:28]=[CH:29][C:30]([F:37])=[C:31]([CH:36]=3)[C:32]([O:34]C)=[O:33])[CH2:20][CH2:21][CH2:22][CH2:23][CH2:24][CH3:25])=[O:18])=[CH:15][CH:14]=2)=[CH:7][CH:6]=1)[CH2:2][CH2:3][CH3:4].[H-].[OH-].[Li+].O.Cl. (2) Given the product [CH3:17][O:3][C:2]([CH2:4][CH2:5][CH2:6][CH2:7][C@H:8]1[C@@H:16]2[C@@H:11]([NH:12][C:13]([NH:15]2)=[O:14])[CH2:10][S:9]1)=[O:1], predict the reactants needed to synthesize it. The reactants are: [OH:1][C:2]([CH2:4][CH2:5][CH2:6][CH2:7][C@H:8]1[C@@H:16]2[C@@H:11]([NH:12][C:13]([NH:15]2)=[O:14])[CH2:10][S:9]1)=[O:3].[CH3:17]O. (3) Given the product [F:57][C:51]1[CH:52]=[CH:53][CH:54]=[C:55]([F:56])[C:50]=1[C:48]1[S:49][C:45]([NH:44][C:42](=[O:43])[O:41][C:37]([CH3:39])([CH3:38])[CH3:40])=[C:46]([C:58](=[O:59])[NH:18][C:17]2[CH:16]=[N:15][N:14]([CH3:21])[C:13]=2[C:10]23[O:23][CH:7]([CH2:8][CH2:9]2)[CH:6]([NH:5][C:3](=[O:4])[C:2]([F:25])([F:24])[F:1])[CH2:12][CH2:11]3)[N:47]=1, predict the reactants needed to synthesize it. The reactants are: [F:1][C:2]([F:25])([F:24])[C:3]([NH:5][CH:6]1[CH2:12][CH2:11][C:10](F)([C:13]2[N:14]([CH3:21])[N:15]=[CH:16][C:17]=2[N+:18]([O-])=O)[CH2:9][CH2:8][CH:7]1[OH:23])=[O:4].[H][H].CCN(C(C)C)C(C)C.[C:37]([O:41][C:42]([NH:44][C:45]1[S:49][C:48]([C:50]2[C:55]([F:56])=[CH:54][CH:53]=[CH:52][C:51]=2[F:57])=[N:47][C:46]=1[C:58](O)=[O:59])=[O:43])([CH3:40])([CH3:39])[CH3:38].C1CN([P+](ON2N=NC3C=CC=CC2=3)(N2CCCC2)N2CCCC2)CC1.F[P-](F)(F)(F)(F)F. (4) Given the product [C:1]([C:3]1[CH:8]=[CH:7][C:6]([C:9]2[CH:10]=[N:11][N:12]([C:16]3[CH:29]=[CH:28][C:19]([C:20]([NH:22][CH2:23][CH2:24][CH2:25][O:26][CH3:27])=[O:21])=[CH:18][N:17]=3)[C:13]=2[OH:14])=[CH:5][C:4]=1[CH3:30])#[N:2], predict the reactants needed to synthesize it. The reactants are: [C:1]([C:3]1[CH:8]=[CH:7][C:6]([C:9]2[CH:10]=[N:11][N:12]([C:16]3[CH:29]=[CH:28][C:19]([C:20]([NH:22][CH2:23][CH2:24][CH2:25][O:26][CH3:27])=[O:21])=[CH:18][N:17]=3)[C:13]=2[O:14]C)=[CH:5][C:4]=1[CH3:30])#[N:2].[Cl-].[Li+].C(#N)C. (5) Given the product [CH3:20][O:19][C:17]1[C:16]([O:21][CH3:22])=[CH:15][C:4]2[S:5][C:6]([C:7]([N:9]3[CH2:14][CH2:13][O:12][CH2:11][CH2:10]3)=[O:8])=[C:2]([CH3:23])[C:3]=2[CH:18]=1, predict the reactants needed to synthesize it. The reactants are: Cl[C:2]1[C:3]2[CH:18]=[C:17]([O:19][CH3:20])[C:16]([O:21][CH3:22])=[CH:15][C:4]=2[S:5][C:6]=1[C:7]([N:9]1[CH2:14][CH2:13][O:12][CH2:11][CH2:10]1)=[O:8].[CH3:23][Al](C)C.C(O)C.Cl. (6) The reactants are: [N:1]([CH:4]([C:8]1[CH:13]=[CH:12][C:11]([O:14][CH:15]([F:17])[F:16])=[CH:10][CH:9]=1)[CH:5]([CH3:7])[CH3:6])=[N+]=[N-]. Given the product [F:16][CH:15]([F:17])[O:14][C:11]1[CH:10]=[CH:9][C:8]([CH:4]([NH2:1])[CH:5]([CH3:7])[CH3:6])=[CH:13][CH:12]=1, predict the reactants needed to synthesize it.